Dataset: Forward reaction prediction with 1.9M reactions from USPTO patents (1976-2016). Task: Predict the product of the given reaction. (1) Given the reactants [Cl:1][C:2]1[CH:26]=[C:25]([Cl:27])[CH:24]=[CH:23][C:3]=1[CH2:4][N:5]1[C:9](/[CH:10]=[CH:11]/[C:12]([O:14][CH2:15][CH3:16])=[O:13])=[CH:8][C:7]([C:17]2[CH:22]=[CH:21][CH:20]=[CH:19][CH:18]=2)=[N:6]1, predict the reaction product. The product is: [Cl:1][C:2]1[CH:26]=[C:25]([Cl:27])[CH:24]=[CH:23][C:3]=1[CH2:4][N:5]1[C:9]([CH2:10][CH2:11][C:12]([O:14][CH2:15][CH3:16])=[O:13])=[CH:8][C:7]([C:17]2[CH:18]=[CH:19][CH:20]=[CH:21][CH:22]=2)=[N:6]1. (2) The product is: [CH2:23]([NH:25][C:26]([NH:1][C:2]1[C:10]2[S:9][C:8]([NH:11][C:12]([NH:14][CH2:15][CH3:16])=[O:13])=[N:7][C:6]=2[CH:5]=[C:4]([C:17]2[CH:18]=[N:19][CH:20]=[CH:21][CH:22]=2)[CH:3]=1)=[O:27])[CH3:24]. Given the reactants [NH2:1][C:2]1[C:10]2[S:9][C:8]([NH:11][C:12]([NH:14][CH2:15][CH3:16])=[O:13])=[N:7][C:6]=2[CH:5]=[C:4]([C:17]2[CH:18]=[N:19][CH:20]=[CH:21][CH:22]=2)[CH:3]=1.[CH2:23]([N:25]=[C:26]=[O:27])[CH3:24], predict the reaction product. (3) Given the reactants [CH3:1][C:2]1[CH:7]=[C:6]([O:8][CH2:9][CH2:10][CH:11]([C:16]2[S:17][C:18]3[CH:24]=[CH:23][C:22]([C:25]([F:28])([F:27])[F:26])=[CH:21][C:19]=3[CH:20]=2)[CH2:12][CH2:13][CH2:14][CH3:15])[CH:5]=[CH:4][C:3]=1[O:29][CH2:30][C:31]([O:33]CC)=[O:32].[OH-].[Na+], predict the reaction product. The product is: [CH3:1][C:2]1[CH:7]=[C:6]([O:8][CH2:9][CH2:10][CH:11]([C:16]2[S:17][C:18]3[CH:24]=[CH:23][C:22]([C:25]([F:28])([F:27])[F:26])=[CH:21][C:19]=3[CH:20]=2)[CH2:12][CH2:13][CH2:14][CH3:15])[CH:5]=[CH:4][C:3]=1[O:29][CH2:30][C:31]([OH:33])=[O:32]. (4) Given the reactants [ClH:1].C[O:3][C:4]1[C:13]2[C:8](=[CH:9][CH:10]=[CH:11][CH:12]=2)[CH:7]=[CH:6][C:5]=1[CH2:14][CH:15]([NH2:17])[CH3:16].Br, predict the reaction product. The product is: [ClH:1].[OH:3][C:4]1[C:13]2[C:8](=[CH:9][CH:10]=[CH:11][CH:12]=2)[CH:7]=[CH:6][C:5]=1[CH2:14][CH:15]([NH2:17])[CH3:16]. (5) Given the reactants FC(F)(F)C(O)=O.C([O:12][C:13](=[O:33])[C@@H:14]([N:16]1[CH2:25][CH2:24][C:23]2[C:18](=[CH:19][CH:20]=[CH:21][CH:22]=2)[CH:17]1[C:26]1[CH:31]=[CH:30][CH:29]=[CH:28][C:27]=1[CH3:32])[CH3:15])(C)(C)C, predict the reaction product. The product is: [C:27]1([CH3:32])[CH:28]=[CH:29][CH:30]=[CH:31][C:26]=1[C@@H:17]1[C:18]2[C:23](=[CH:22][CH:21]=[CH:20][CH:19]=2)[CH2:24][CH2:25][N:16]1[C@@H:14]([CH3:15])[C:13]([OH:33])=[O:12].[C:27]1([CH3:32])[CH:28]=[CH:29][CH:30]=[CH:31][C:26]=1[C@H:17]1[C:18]2[C:23](=[CH:22][CH:21]=[CH:20][CH:19]=2)[CH2:24][CH2:25][N:16]1[C@@H:14]([CH3:15])[C:13]([OH:33])=[O:12]. (6) Given the reactants [OH:1][CH2:2][C:3]1[N:4]=[CH:5][NH:6][C:7]=1[C:8]([O:10][CH3:11])=[O:9].[Si:12](Cl)([C:25]([CH3:28])([CH3:27])[CH3:26])([C:19]1[CH:24]=[CH:23][CH:22]=[CH:21][CH:20]=1)[C:13]1[CH:18]=[CH:17][CH:16]=[CH:15][CH:14]=1.N1C=CN=C1.O, predict the reaction product. The product is: [Si:12]([O:1][CH2:2][C:3]1[N:4]=[CH:5][NH:6][C:7]=1[C:8]([O:10][CH3:11])=[O:9])([C:25]([CH3:28])([CH3:27])[CH3:26])([C:19]1[CH:20]=[CH:21][CH:22]=[CH:23][CH:24]=1)[C:13]1[CH:18]=[CH:17][CH:16]=[CH:15][CH:14]=1. (7) The product is: [CH2:59]([N:66]1[CH2:70][C@H:69]([C:51]2[CH:52]=[CH:53][C:48]([Cl:47])=[CH:49][CH:50]=2)[C@@H:68]([C:71](=[O:73])[CH3:72])[CH2:67]1)[C:60]1[CH:65]=[CH:64][CH:63]=[CH:62][CH:61]=1. Given the reactants C1C=CC(P(C2C=CC3C(=CC=CC=3)C=2C2C3C(=CC=CC=3)C=CC=2P(C2C=CC=CC=2)C2C=CC=CC=2)C2C=CC=CC=2)=CC=1.[Cl:47][C:48]1[CH:53]=[CH:52][C:51](B(O)O)=[CH:50][CH:49]=1.CO.[CH2:59]([N:66]1[CH2:70][CH:69]=[C:68]([C:71](=[O:73])[CH3:72])[CH2:67]1)[C:60]1[CH:65]=[CH:64][CH:63]=[CH:62][CH:61]=1, predict the reaction product. (8) Given the reactants [F:1][C:2]1[CH:24]=[CH:23][C:5]([CH2:6][O:7][C:8]2[CH:13]=[CH:12][C:11]([N:14]3[CH2:18][CH2:17][CH:16]([C:19](O)=[O:20])[C:15]3=[O:22])=[CH:10][CH:9]=2)=[CH:4][CH:3]=1.[NH3:25], predict the reaction product. The product is: [F:1][C:2]1[CH:24]=[CH:23][C:5]([CH2:6][O:7][C:8]2[CH:13]=[CH:12][C:11]([N:14]3[CH2:18][CH2:17][CH:16]([C:19]([NH2:25])=[O:20])[C:15]3=[O:22])=[CH:10][CH:9]=2)=[CH:4][CH:3]=1. (9) Given the reactants [CH3:1][O:2][C:3]1[CH:4]=[C:5]([N:18]2[CH:22]=[CH:21][CH:20]=[N:19]2)[CH:6]=[CH:7][C:8]=1B1OC(C)(C)C(C)(C)O1.Br[C:24]1[S:28][C:27]([N:29]2[CH2:34][CH2:33][N:32]([C:35]([O:37][C:38]([CH3:41])([CH3:40])[CH3:39])=[O:36])[CH2:31][CH2:30]2)=[N:26][N:25]=1.C([O-])([O-])=O.[Na+].[Na+], predict the reaction product. The product is: [CH3:1][O:2][C:3]1[CH:4]=[C:5]([N:18]2[CH:22]=[CH:21][CH:20]=[N:19]2)[CH:6]=[CH:7][C:8]=1[C:24]1[S:28][C:27]([N:29]2[CH2:30][CH2:31][N:32]([C:35]([O:37][C:38]([CH3:41])([CH3:40])[CH3:39])=[O:36])[CH2:33][CH2:34]2)=[N:26][N:25]=1.